This data is from Forward reaction prediction with 1.9M reactions from USPTO patents (1976-2016). The task is: Predict the product of the given reaction. (1) The product is: [F:1][C:2]1[CH:3]=[CH:4][C:5]([CH2:6][N:7]2[C:15]3[C:10](=[N:11][CH:12]=[CH:13][CH:14]=3)[C:9]([C:16]([NH:46][C@@H:47]3[CH2:51][CH2:50][CH2:49][C@H:48]3[OH:52])=[O:18])=[CH:8]2)=[CH:19][CH:20]=1. Given the reactants [F:1][C:2]1[CH:20]=[CH:19][C:5]([CH2:6][N:7]2[C:15]3[C:10](=[N:11][CH:12]=[CH:13][CH:14]=3)[C:9]([C:16]([OH:18])=O)=[CH:8]2)=[CH:4][CH:3]=1.CN(C(ON1N=NC2C=CC=NC1=2)=[N+](C)C)C.F[P-](F)(F)(F)(F)F.Cl.[NH2:46][C@@H:47]1[CH2:51][CH2:50][CH2:49][C@H:48]1[OH:52].CCOC(C)=O, predict the reaction product. (2) Given the reactants [CH:1]([C:3]1[CH:8]=[CH:7][C:6]([NH:9][C:10]([CH2:12][CH2:13][CH2:14][CH2:15][N:16]([CH3:43])[C:17]([CH2:19][CH2:20][N:21]2[CH2:26][CH2:25][CH:24]([O:27][C:28](=[O:42])[NH:29][C:30]3[CH:35]=[CH:34][CH:33]=[CH:32][C:31]=3[C:36]3[CH:41]=[CH:40][CH:39]=[CH:38][CH:37]=3)[CH2:23][CH2:22]2)=[O:18])=[O:11])=[CH:5][CH:4]=1)=O.C(O)(=O)C.[NH2:48][CH2:49][C@@H:50]([C:59]1[CH:68]=[CH:67][C:66]([OH:69])=[C:65]2[C:60]=1[CH:61]=[CH:62][C:63](=[O:70])[NH:64]2)[O:51][Si:52]([C:55]([CH3:58])([CH3:57])[CH3:56])([CH3:54])[CH3:53].C(Cl)Cl.C(O[BH-](OC(=O)C)OC(=O)C)(=O)C.[Na+], predict the reaction product. The product is: [C:55]([Si:52]([CH3:54])([CH3:53])[O:51][C@H:50]([C:59]1[CH:68]=[CH:67][C:66]([OH:69])=[C:65]2[C:60]=1[CH:61]=[CH:62][C:63](=[O:70])[NH:64]2)[CH2:49][NH:48][CH2:1][C:3]1[CH:4]=[CH:5][C:6]([NH:9][C:10]([CH2:12][CH2:13][CH2:14][CH2:15][N:16]([CH3:43])[C:17]([CH2:19][CH2:20][N:21]2[CH2:22][CH2:23][CH:24]([O:27][C:28](=[O:42])[NH:29][C:30]3[CH:35]=[CH:34][CH:33]=[CH:32][C:31]=3[C:36]3[CH:37]=[CH:38][CH:39]=[CH:40][CH:41]=3)[CH2:25][CH2:26]2)=[O:18])=[O:11])=[CH:7][CH:8]=1)([CH3:58])([CH3:57])[CH3:56]. (3) Given the reactants [C:1]([C:3]1[CH:4]=[C:5]([NH:9][C:10](=[O:16])[O:11][C:12]([CH3:15])([CH3:14])[CH3:13])[CH:6]=[CH:7][CH:8]=1)#[CH:2].Br[C:18]1[CH:19]=[N:20][CH:21]=[C:22]([CH:35]=1)[C:23]([N:25]=[S@@:26]([CH3:34])(=[O:33])[C:27]1[CH:32]=[CH:31][CH:30]=[CH:29][CH:28]=1)=[O:24], predict the reaction product. The product is: [CH3:34][S@:26](=[N:25][C:23]([C:22]1[CH:35]=[C:18]([C:2]#[C:1][C:3]2[CH:4]=[C:5]([NH:9][C:10](=[O:16])[O:11][C:12]([CH3:13])([CH3:15])[CH3:14])[CH:6]=[CH:7][CH:8]=2)[CH:19]=[N:20][CH:21]=1)=[O:24])(=[O:33])[C:27]1[CH:28]=[CH:29][CH:30]=[CH:31][CH:32]=1. (4) Given the reactants CC(OC([N:8]1[CH2:13][CH2:12][C:11](=[C:14]([C:28]2[CH:33]=[CH:32][CH:31]=[CH:30][C:29]=2[NH2:34])[C:15]2[CH:20]=[CH:19][C:18]([C:21]([N:23]([CH2:26][CH3:27])[CH2:24][CH3:25])=[O:22])=[CH:17][CH:16]=2)[CH2:10][CH2:9]1)=O)(C)C.[C:35]1(=O)[CH2:40][CH2:39][CH2:38][CH2:37][CH2:36]1.[B][B][B][B][B][B][B][B][B][B].C(O)(C(F)(F)F)=O, predict the reaction product. The product is: [CH:35]1([NH:34][C:29]2[CH:30]=[CH:31][CH:32]=[CH:33][C:28]=2[C:14](=[C:11]2[CH2:12][CH2:13][NH:8][CH2:9][CH2:10]2)[C:15]2[CH:20]=[CH:19][C:18]([C:21]([N:23]([CH2:26][CH3:27])[CH2:24][CH3:25])=[O:22])=[CH:17][CH:16]=2)[CH2:40][CH2:39][CH2:38][CH2:37][CH2:36]1. (5) Given the reactants [O:1]([C:8]1[CH:17]=[CH:16][C:11]([O:12][CH2:13][CH2:14]O)=[CH:10][CH:9]=1)[C:2]1[CH:7]=[CH:6][CH:5]=[CH:4][CH:3]=1.C1(P(C2C=CC=CC=2)C2C=CC=CC=2)C=CC=CC=1.[Br:37]N1C(=O)CCC1=O, predict the reaction product. The product is: [Br:37][CH2:14][CH2:13][O:12][C:11]1[CH:16]=[CH:17][C:8]([O:1][C:2]2[CH:7]=[CH:6][CH:5]=[CH:4][CH:3]=2)=[CH:9][CH:10]=1. (6) Given the reactants [O:1]=[C:2]1[C:7]([CH2:8][N:9]2C(=O)C3C(=CC=CC=3)C2=O)=[CH:6][CH:5]=[N:4][NH:3]1.O.NN, predict the reaction product. The product is: [NH2:9][CH2:8][C:7]1[C:2](=[O:1])[NH:3][N:4]=[CH:5][CH:6]=1.